This data is from Catalyst prediction with 721,799 reactions and 888 catalyst types from USPTO. The task is: Predict which catalyst facilitates the given reaction. (1) Reactant: [CH3:1][N:2]([CH3:13])[CH:3]([CH3:12])[C:4](=[O:11])[CH2:5][C:6]([O:8][CH2:9][CH3:10])=[O:7].CO[CH:16](OC)[N:17]([CH3:19])[CH3:18].C(OCC)(=O)C. Product: [CH3:16][N:17]([CH3:19])/[CH:18]=[C:5](/[C:4](=[O:11])[CH:3]([N:2]([CH3:1])[CH3:13])[CH3:12])\[C:6]([O:8][CH2:9][CH3:10])=[O:7]. The catalyst class is: 170. (2) Reactant: [Br:1][C:2]1[CH:3]=[C:4]([CH:8]=[C:9]([C:11]([O:13][CH3:14])=[O:12])[CH:10]=1)C(O)=O.[C:23](O[C:23]([O:25][C:26]([CH3:29])([CH3:28])[CH3:27])=[O:24])([O:25][C:26]([CH3:29])([CH3:28])[CH3:27])=[O:24]. Product: [Br:1][C:2]1[CH:10]=[C:9]([C:11]([O:13][CH3:14])=[O:12])[CH:8]=[C:4]([CH:3]=1)[C:23]([O:25][C:26]([CH3:27])([CH3:28])[CH3:29])=[O:24]. The catalyst class is: 453. (3) Reactant: [CH2:1]([O:3][C:4]([CH:6]1[C:10]2=[CH:11][C:12]([CH3:20])([CH3:19])[C:13]3[CH:14]=[N:15][N:16]([CH3:18])[C:17]=3[C:9]2=[C:8](S(C)(=O)=O)[S:7]1)=[O:5])[CH3:2].[CH2:25]1[O:29][C:28]2[CH:30]=[C:31]([OH:34])[CH:32]=[CH:33][C:27]=2[O:26]1.CC(C)([O-])C.[K+].O. Product: [CH2:1]([O:3][C:4]([C:6]1[S:7][C:8]([O:34][C:31]2[CH:32]=[CH:33][C:27]3[O:26][CH2:25][O:29][C:28]=3[CH:30]=2)=[C:9]2[C:17]3[N:16]([CH3:18])[N:15]=[CH:14][C:13]=3[C:12]([CH3:20])([CH3:19])[CH2:11][C:10]=12)=[O:5])[CH3:2]. The catalyst class is: 60. (4) Reactant: CO[C:3](=[O:22])[CH:4]([C:12]1[CH:17]=[CH:16][C:15]([S:18]([CH3:21])(=[O:20])=[O:19])=[CH:14][CH:13]=1)[CH2:5][CH:6]1[CH2:11][CH2:10][CH2:9][CH2:8][O:7]1.[CH3:23][NH:24][C:25]([NH2:27])=[O:26].C[O-].[Mg+2].C[O-]. Product: [CH3:21][S:18]([C:15]1[CH:14]=[CH:13][C:12]([CH:4]([CH2:5][CH:6]2[CH2:11][CH2:10][CH2:9][CH2:8][O:7]2)[C:3]([NH:27][C:25]([NH:24][CH3:23])=[O:26])=[O:22])=[CH:17][CH:16]=1)(=[O:19])=[O:20]. The catalyst class is: 5.